Dataset: Full USPTO retrosynthesis dataset with 1.9M reactions from patents (1976-2016). Task: Predict the reactants needed to synthesize the given product. (1) Given the product [C:1]([O:5][C@@H:6]([C:11]1[C:40]([CH3:41])=[C:39]([C:42]([OH:45])([CH3:44])[CH3:43])[C:38]2=[N:46][C:35]3=[CH:36][N:37]2[C:12]=1[N:13]1[CH2:14][CH2:15][C:16]([CH3:52])([O:17][CH2:18][CH2:19][CH2:20][CH2:21][C@H:22]([CH3:49])[O:23][C:24]2[CH:25]=[CH:26][C:27]([F:48])=[CH:28][C:29]=2[C:30]2[CH:47]=[C:34]3[CH:33]=[CH:32][CH:31]=2)[CH2:50][CH2:51]1)[C:7]([OH:9])=[O:8])([CH3:2])([CH3:3])[CH3:4], predict the reactants needed to synthesize it. The reactants are: [C:1]([O:5][C@@H:6]([C:11]1[C:40]([CH3:41])=[C:39]([C:42]([OH:45])([CH3:44])[CH3:43])[C:38]2=[N:46][C:35]3=[CH:36][N:37]2[C:12]=1[N:13]1[CH2:51][CH2:50][C:16]([CH3:52])([O:17][CH2:18][CH2:19][CH2:20][CH2:21][C@H:22]([CH3:49])[O:23][C:24]2[CH:25]=[CH:26][C:27]([F:48])=[CH:28][C:29]=2[C:30]2[CH:47]=[C:34]3[CH:33]=[CH:32][CH:31]=2)[CH2:15][CH2:14]1)[C:7]([O:9]C)=[O:8])([CH3:4])([CH3:3])[CH3:2].C(O[C@@H](C1C(C)=CC2=NC3=C(Cl)N2C=1N1CCC(C)(OCCCC[C@H](C)OC2C=CC(C)=CC=2C2C=C3C=CC=2)CC1)C(O)=O)(C)(C)C. (2) Given the product [Cl:11][C:12]1[C:21]([NH2:22])=[C:20]([NH:25][CH2:26][C:27]#[CH:28])[C:19]2[C:14](=[CH:15][CH:16]=[CH:17][CH:18]=2)[N:13]=1, predict the reactants needed to synthesize it. The reactants are: S(S([O-])(=O)=O)([O-])(=O)=O.[Na+].[Na+].[Cl:11][C:12]1[C:21]([N+:22]([O-])=O)=[C:20]([NH:25][CH2:26][C:27]#[CH:28])[C:19]2[C:14](=[CH:15][CH:16]=[CH:17][CH:18]=2)[N:13]=1. (3) Given the product [CH3:1][S:2]([C:3]1[CH:4]=[CH:5][C:6]([CH2:9][CH2:10][C:11]([O:13][CH3:14])=[O:12])=[CH:7][CH:8]=1)=[O:16], predict the reactants needed to synthesize it. The reactants are: [CH3:1][S:2][C:3]1[CH:8]=[CH:7][C:6]([CH2:9][CH2:10][C:11]([O:13][CH3:14])=[O:12])=[CH:5][CH:4]=1.C[OH:16]. (4) Given the product [C:1]([CH2:3][CH:4]([N:25]1[CH:29]=[C:28]([C:30]2[C:31]3[CH:38]=[CH:37][NH:36][C:32]=3[N:33]=[CH:34][N:35]=2)[CH:27]=[N:26]1)[CH2:5][N:6]1[CH2:11][CH2:10][N:9]([C:12]([C:14]2[CH:21]=[CH:20][C:17]([C:18]#[N:19])=[CH:16][C:15]=2[F:22])=[O:13])[CH:8]([CH2:23][OH:24])[CH2:7]1)#[N:2], predict the reactants needed to synthesize it. The reactants are: [C:1]([CH:3]=[CH:4][CH2:5][N:6]1[CH2:11][CH2:10][N:9]([C:12]([C:14]2[CH:21]=[CH:20][C:17]([C:18]#[N:19])=[CH:16][C:15]=2[F:22])=[O:13])[CH:8]([CH2:23][OH:24])[CH2:7]1)#[N:2].[NH:25]1[CH:29]=[C:28]([C:30]2[C:31]3[CH:38]=[CH:37][N:36](COCC[Si](C)(C)C)[C:32]=3[N:33]=[CH:34][N:35]=2)[CH:27]=[N:26]1.C(=O)([O-])[O-].[K+].[K+].